From a dataset of Merck oncology drug combination screen with 23,052 pairs across 39 cell lines. Regression. Given two drug SMILES strings and cell line genomic features, predict the synergy score measuring deviation from expected non-interaction effect. (1) Drug 1: CN(Cc1cnc2nc(N)nc(N)c2n1)c1ccc(C(=O)NC(CCC(=O)O)C(=O)O)cc1. Drug 2: NC(=O)c1cccc2cn(-c3ccc(C4CCCNC4)cc3)nc12. Cell line: RPMI7951. Synergy scores: synergy=2.53. (2) Drug 1: Cn1c(=O)n(-c2ccc(C(C)(C)C#N)cc2)c2c3cc(-c4cnc5ccccc5c4)ccc3ncc21. Drug 2: CNC(=O)c1cc(Oc2ccc(NC(=O)Nc3ccc(Cl)c(C(F)(F)F)c3)cc2)ccn1. Cell line: A375. Synergy scores: synergy=7.81. (3) Drug 1: CN1C(=O)C=CC2(C)C3CCC4(C)C(NC(=O)OCC(F)(F)F)CCC4C3CCC12. Drug 2: CCC1(O)C(=O)OCc2c1cc1n(c2=O)Cc2cc3c(CN(C)C)c(O)ccc3nc2-1. Cell line: OVCAR3. Synergy scores: synergy=12.0. (4) Drug 1: O=C(O)C1(Cc2cccc(Nc3nccs3)n2)CCC(Oc2cccc(Cl)c2F)CC1. Drug 2: C#Cc1cccc(Nc2ncnc3cc(OCCOC)c(OCCOC)cc23)c1. Cell line: DLD1. Synergy scores: synergy=4.62. (5) Synergy scores: synergy=-35.1. Drug 1: CC(C)CC(NC(=O)C(Cc1ccccc1)NC(=O)c1cnccn1)B(O)O. Cell line: SKMES1. Drug 2: COC1=C2CC(C)CC(OC)C(O)C(C)C=C(C)C(OC(N)=O)C(OC)C=CC=C(C)C(=O)NC(=CC1=O)C2=O. (6) Drug 1: C#Cc1cccc(Nc2ncnc3cc(OCCOC)c(OCCOC)cc23)c1. Drug 2: COC1CC2CCC(C)C(O)(O2)C(=O)C(=O)N2CCCCC2C(=O)OC(C(C)CC2CCC(OP(C)(C)=O)C(OC)C2)CC(=O)C(C)C=C(C)C(O)C(OC)C(=O)C(C)CC(C)C=CC=CC=C1C. Cell line: KPL1. Synergy scores: synergy=46.8. (7) Drug 1: CCC1=CC2CN(C1)Cc1c([nH]c3ccccc13)C(C(=O)OC)(c1cc3c(cc1OC)N(C)C1C(O)(C(=O)OC)C(OC(C)=O)C4(CC)C=CCN5CCC31C54)C2. Drug 2: C#Cc1cccc(Nc2ncnc3cc(OCCOC)c(OCCOC)cc23)c1. Cell line: HCT116. Synergy scores: synergy=4.69. (8) Drug 1: NC(=O)c1cccc2cn(-c3ccc(C4CCCNC4)cc3)nc12. Drug 2: COC1CC2CCC(C)C(O)(O2)C(=O)C(=O)N2CCCCC2C(=O)OC(C(C)CC2CCC(OP(C)(C)=O)C(OC)C2)CC(=O)C(C)C=C(C)C(O)C(OC)C(=O)C(C)CC(C)C=CC=CC=C1C. Cell line: A2780. Synergy scores: synergy=21.8.